From a dataset of Full USPTO retrosynthesis dataset with 1.9M reactions from patents (1976-2016). Predict the reactants needed to synthesize the given product. Given the product [F:15][C:16]1[CH:23]=[CH:22][C:21]([C:5]#[C:6][C:7]2[CH:8]=[N:9][CH:10]=[C:11]([CH:14]=2)[C:12]#[N:13])=[CH:20][C:17]=1[CH:18]=[O:19], predict the reactants needed to synthesize it. The reactants are: C[Si]([C:5]#[C:6][C:7]1[CH:8]=[N:9][CH:10]=[C:11]([CH:14]=1)[C:12]#[N:13])(C)C.[F:15][C:16]1[CH:23]=[CH:22][C:21](I)=[CH:20][C:17]=1[CH:18]=[O:19].C(N(CC)CC)C.[F-].C([N+](CCCC)(CCCC)CCCC)CCC.